This data is from Full USPTO retrosynthesis dataset with 1.9M reactions from patents (1976-2016). The task is: Predict the reactants needed to synthesize the given product. (1) Given the product [OH:68][CH:67]([C:65]1[N:64]=[CH:63][N:62]([C:43]([C:44]2[CH:49]=[CH:48][CH:47]=[CH:46][CH:45]=2)([C:50]2[CH:51]=[CH:52][CH:53]=[CH:54][CH:55]=2)[C:56]2[CH:61]=[CH:60][CH:59]=[CH:58][CH:57]=2)[CH:66]=1)[C:2]1[CH:3]=[C:4]2[C:9](=[CH:10][CH:11]=1)[CH:8]=[C:7]([C:12]([NH:14][CH3:15])=[O:13])[CH:6]=[CH:5]2, predict the reactants needed to synthesize it. The reactants are: Br[C:2]1[CH:3]=[C:4]2[C:9](=[CH:10][CH:11]=1)[CH:8]=[C:7]([C:12]([NH:14][CH3:15])=[O:13])[CH:6]=[CH:5]2.CCCCCCC.C([Mg]CCCC)CCC.CCCCCC.C([Li])CCC.[C:43]([N:62]1[CH:66]=[C:65]([CH:67]=[O:68])[N:64]=[CH:63]1)([C:56]1[CH:61]=[CH:60][CH:59]=[CH:58][CH:57]=1)([C:50]1[CH:55]=[CH:54][CH:53]=[CH:52][CH:51]=1)[C:44]1[CH:49]=[CH:48][CH:47]=[CH:46][CH:45]=1.[Cl-].[NH4+]. (2) The reactants are: [C:1]([O:5][C:6]([NH:8][C@:9]1([C:15]([OH:17])=O)[CH2:11][C@H:10]1[CH:12]([F:14])[F:13])=[O:7])([CH3:4])([CH3:3])[CH3:2].[CH2:18]([C:25]1([S:28]([NH2:31])(=[O:30])=[O:29])[CH2:27][CH2:26]1)[CH2:19][CH2:20][CH2:21][CH2:22][CH:23]=[CH2:24].C1CCN2C(=NCCC2)CC1. Given the product [F:14][CH:12]([F:13])[C@@H:10]1[CH2:11][C@:9]1([NH:8][C:6](=[O:7])[O:5][C:1]([CH3:2])([CH3:3])[CH3:4])[C:15](=[O:17])[NH:31][S:28]([C:25]1([CH2:18][CH2:19][CH2:20][CH2:21][CH2:22][CH:23]=[CH2:24])[CH2:27][CH2:26]1)(=[O:29])=[O:30], predict the reactants needed to synthesize it. (3) Given the product [CH2:32]([NH:19][CH2:18][C@@H:17]([NH:16][C:2]1[C:3]2[N:11]=[CH:10][CH:9]=[C:8]([C:12]([NH2:14])=[O:13])[C:4]=2[N:5]=[CH:6][N:7]=1)[C:34]1[CH:39]=[CH:38][C:37]([F:40])=[C:36]([C:41]([F:42])([F:43])[F:44])[CH:35]=1)[CH3:33], predict the reactants needed to synthesize it. The reactants are: O[C:2]1[C:3]2[N:11]=[CH:10][CH:9]=[C:8]([C:12]([NH2:14])=[O:13])[C:4]=2[N:5]=[CH:6][N:7]=1.Cl.[NH2:16][C@@H:17]([C:34]1[CH:39]=[CH:38][C:37]([F:40])=[C:36]([C:41]([F:44])([F:43])[F:42])[CH:35]=1)[CH2:18][N:19]([CH2:32][CH3:33])S(C1C=CC([N+]([O-])=O)=CC=1)(=O)=O. (4) Given the product [F:12][C:7]1[CH:6]=[C:5]2[C:10]([N:11]=[C:2]([C:20]#[N:21])[C:3]3[N:4]2[C:13]([CH2:17][CH2:18][CH3:19])=[N:14][C:15]=3[CH3:16])=[CH:9][CH:8]=1, predict the reactants needed to synthesize it. The reactants are: Cl[C:2]1[C:3]2[N:4]([C:13]([CH2:17][CH2:18][CH3:19])=[N:14][C:15]=2[CH3:16])[C:5]2[C:10]([N:11]=1)=[CH:9][CH:8]=[C:7]([F:12])[CH:6]=2.[C-:20]#[N:21].[K+].O.C1(C)C=CC=CC=1. (5) The reactants are: Cl[CH:2]([Si:4]([CH3:7])([CH3:6])[CH3:5])[CH3:3].[CH2:8]([NH2:15])[C:9]1[CH:14]=[CH:13][CH:12]=[CH:11][CH:10]=1. Given the product [CH2:8]([NH:15][CH:2]([Si:4]([CH3:7])([CH3:6])[CH3:5])[CH3:3])[C:9]1[CH:14]=[CH:13][CH:12]=[CH:11][CH:10]=1, predict the reactants needed to synthesize it. (6) Given the product [C:13]([C:15]1[CH:22]=[CH:21][C:18]([CH2:19][N:5]2[CH:4]=[CH:3][C:2](=[O:1])[C:7]([C:8]([OH:10])=[O:9])=[CH:6]2)=[CH:17][CH:16]=1)#[N:14], predict the reactants needed to synthesize it. The reactants are: [OH:1][C:2]1[C:7]([C:8]([OH:10])=[O:9])=[CH:6][N:5]=[CH:4][CH:3]=1.[H-].[Na+].[C:13]([C:15]1[CH:22]=[CH:21][C:18]([CH2:19]Br)=[CH:17][CH:16]=1)#[N:14]. (7) Given the product [Cl:1][C:2]1[CH:7]=[CH:6][C:5]([C:8]2[S:9][C:10]([CH2:25][CH3:26])=[C:11]([C:13]3[C:14](=[O:24])[CH:15]4[CH:20]([CH:19]5[O:23][CH:16]4[CH2:17][CH2:18]5)[C:21]=3[O:22][C:37]([CH:34]3[CH2:36][CH2:35]3)=[O:38])[N:12]=2)=[CH:4][CH:3]=1, predict the reactants needed to synthesize it. The reactants are: [Cl:1][C:2]1[CH:7]=[CH:6][C:5]([C:8]2[S:9][C:10]([CH2:25][CH3:26])=[C:11]([CH:13]3[C:21](=[O:22])[CH:20]4[CH:15]([CH:16]5[O:23][CH:19]4[CH2:18][CH2:17]5)[C:14]3=[O:24])[N:12]=2)=[CH:4][CH:3]=1.C(N(CC)CC)C.[CH:34]1([C:37](Cl)=[O:38])[CH2:36][CH2:35]1. (8) Given the product [NH2:6][C:7]1[N:12]=[CH:11][N:10]=[C:9]2[N:13]([CH:17]([C:19]3[CH:20]=[C:21]([Cl:33])[C:22]([C:31]#[N:32])=[C:23]4[C:29]=3[O:28][CH:27]([CH3:26])[CH2:43][N:42]([CH2:45][C:3]([OH:1])([CH3:2])[CH3:34])[CH2:41]4)[CH3:18])[N:14]=[C:15]([CH3:16])[C:8]=12, predict the reactants needed to synthesize it. The reactants are: [O:1]1[CH2:3][CH2:2]1.Cl.Cl.[NH2:6][C:7]1[N:12]=[CH:11][N:10]=[C:9]2[N:13]([CH:17]([C:19]3[CH:20]=[C:21]([Cl:33])[C:22]([C:31]#[N:32])=[C:23]4[C:29]=3[O:28][CH:27](C)[CH2:26]NC4)[CH3:18])[N:14]=[C:15]([CH3:16])[C:8]=12.[CH2:34](N(CC)CC)C.[CH3:41][N:42]([CH3:45])[CH:43]=O.